Dataset: Full USPTO retrosynthesis dataset with 1.9M reactions from patents (1976-2016). Task: Predict the reactants needed to synthesize the given product. (1) Given the product [CH3:55][O:56][C:57]1[CH:62]=[C:61]([O:63][CH3:64])[CH:60]=[CH:59][C:58]=1[C:65]1[N:73]2[C:68]([CH:69]=[N:70][C:71]([S:74]([CH3:76])=[O:75])=[N:72]2)=[CH:67][CH:66]=1, predict the reactants needed to synthesize it. The reactants are: BrC1N2C(C=NC(SC)=N2)=CC=1.COC1C=C(OC)C=CC=1C1N2C(C=NC(SC)=N2)=CC=1.COC1C=C(OC)C=CC=1C1N2C(C=NC(SC)=N2)=CC=1.[CH3:55][O:56][C:57]1[CH:62]=[C:61]([O:63][CH3:64])[CH:60]=[CH:59][C:58]=1[C:65]1[N:73]2[C:68]([CH:69]=[N:70][C:71]([S:74]([CH3:76])=[O:75])=[N:72]2)=[CH:67][CH:66]=1.ClC1C=C(C=CC=1)C(OO)=O. (2) Given the product [Br:1][C:2]1[CH:11]=[CH:10][C:9]2[C:4](=[CH:5][C:6]([O:12][C@H:28]3[CH2:29][CH2:30][C@@H:25]([CH3:24])[CH2:26][CH2:27]3)=[CH:7][CH:8]=2)[CH:3]=1, predict the reactants needed to synthesize it. The reactants are: [Br:1][C:2]1[CH:11]=[CH:10][C:9]2[C:4](=[CH:5][C:6]([OH:12])=[CH:7][CH:8]=2)[CH:3]=1.C(=O)([O-])[O-].[Cs+].[Cs+].CN(C)C=O.[CH3:24][C@@H:25]1[CH2:30][CH2:29][C@H:28](OS(C)(=O)=O)[CH2:27][CH2:26]1. (3) Given the product [F:40][C:41]([F:54])([F:53])[S:42]([O:1][C:2]1[CH:7]=[CH:6][C:5]([C:8]2[CH:9]=[CH:10][C:11]([C:14]([NH:16][C@H:17]([C:22]([NH:24][C@H:25]([C:29]([O:31][CH3:32])=[O:30])[CH2:26][CH2:27][CH3:28])=[O:23])[CH2:18][CH:19]([CH3:21])[CH3:20])=[O:15])=[CH:12][CH:13]=2)=[CH:4][CH:3]=1)(=[O:44])=[O:43], predict the reactants needed to synthesize it. The reactants are: [OH:1][C:2]1[CH:7]=[CH:6][C:5]([C:8]2[CH:13]=[CH:12][C:11]([C:14]([NH:16][C@H:17]([C:22]([NH:24][C@H:25]([C:29]([O:31][CH3:32])=[O:30])[CH2:26][CH2:27][CH3:28])=[O:23])[CH2:18][CH:19]([CH3:21])[CH3:20])=[O:15])=[CH:10][CH:9]=2)=[CH:4][CH:3]=1.C(N(CC)CC)C.[F:40][C:41]([F:54])([F:53])[S:42](O[S:42]([C:41]([F:54])([F:53])[F:40])(=[O:44])=[O:43])(=[O:44])=[O:43].C(=O)(O)[O-].[Na+]. (4) Given the product [CH2:24]([Sn:19]([CH2:15][CH2:16][CH2:17][CH3:18])([CH2:20][CH2:21][CH2:22][CH3:23])[C:10]1[S:9][C:8]([Si:7]([CH3:14])([CH3:13])[CH3:6])=[N:12][CH:11]=1)[CH2:25][CH2:26][CH3:27], predict the reactants needed to synthesize it. The reactants are: [Li]CCCC.[CH3:6][Si:7]([CH3:14])([CH3:13])[C:8]1[S:9][CH:10]=[CH:11][N:12]=1.[CH2:15]([Sn:19](Cl)([CH2:24][CH2:25][CH2:26][CH3:27])[CH2:20][CH2:21][CH2:22][CH3:23])[CH2:16][CH2:17][CH3:18]. (5) Given the product [ClH:26].[ClH:26].[CH2:1]([O:8][C:9](=[O:25])[CH2:10][C@@H:11]([NH2:17])[CH2:12][N:14]([CH3:15])[CH3:16])[C:2]1[CH:7]=[CH:6][CH:5]=[CH:4][CH:3]=1, predict the reactants needed to synthesize it. The reactants are: [CH2:1]([O:8][C:9](=[O:25])[CH2:10][C@@H:11]([NH:17]C(OC(C)(C)C)=O)[C:12]([N:14]([CH3:16])[CH3:15])=O)[C:2]1[CH:7]=[CH:6][CH:5]=[CH:4][CH:3]=1.[ClH:26]. (6) Given the product [NH2:25][C:22]1[N:23]=[CH:24][C:19]([C:12]2[CH:11]=[CH:10][C:9]([NH2:8])=[CH:14][CH:13]=2)=[CH:20][C:21]=1[C:26]#[N:27], predict the reactants needed to synthesize it. The reactants are: C(OC([NH:8][C:9]1[CH:14]=[CH:13][C:12](B(O)O)=[CH:11][CH:10]=1)=O)(C)(C)C.Br[C:19]1[CH:20]=[C:21]([C:26]#[N:27])[C:22]([NH2:25])=[N:23][CH:24]=1.C(=O)([O-])[O-].[Na+].[Na+].